This data is from Full USPTO retrosynthesis dataset with 1.9M reactions from patents (1976-2016). The task is: Predict the reactants needed to synthesize the given product. Given the product [CH3:1][O:2][C:3]1[C:4]([N+:25]([O-:27])=[O:26])=[C:5]2[C:14](=[CH:15][CH:16]=1)[C:13](=[O:17])[CH2:12][CH:11]1[CH:6]2[CH2:7][CH2:8][CH2:9][CH2:10]1, predict the reactants needed to synthesize it. The reactants are: [CH3:1][O:2][C:3]1[CH:4]=[C:5]2[C:14](=[CH:15][CH:16]=1)[C:13](=[O:17])[CH2:12][CH:11]1[CH:6]2[CH2:7][CH2:8][CH2:9][CH2:10]1.CC(OC(C)=O)=O.[N+:25]([O-])([OH:27])=[O:26].C(O)(=O)C.